Dataset: Full USPTO retrosynthesis dataset with 1.9M reactions from patents (1976-2016). Task: Predict the reactants needed to synthesize the given product. Given the product [C:20]([O:24][C:25]([N:9]1[CH2:10][CH2:11][CH2:12][C@H:8]1[C:5]1[CH:4]=[CH:3][C:2]([Br:1])=[CH:7][CH:6]=1)=[O:26])([CH3:23])([CH3:22])[CH3:21], predict the reactants needed to synthesize it. The reactants are: [Br:1][C:2]1[CH:7]=[CH:6][C:5]([C@@H:8]2[CH2:12][CH2:11][CH2:10][NH:9]2)=[CH:4][CH:3]=1.CN1CCOCC1.[C:20]([O:24][C:25](O[C:25]([O:24][C:20]([CH3:23])([CH3:22])[CH3:21])=[O:26])=[O:26])([CH3:23])([CH3:22])[CH3:21].C(OCC)(=O)C.